Dataset: Forward reaction prediction with 1.9M reactions from USPTO patents (1976-2016). Task: Predict the product of the given reaction. (1) Given the reactants [NH2:1][C:2]1[N:6]([C:7]2[CH:8]=[CH:9][C:10]([Cl:14])=[C:11]([OH:13])[CH:12]=2)[N:5]=[C:4]([C:15]([CH3:18])([CH3:17])[CH3:16])[CH:3]=1.[O:19]1[CH2:24][CH2:23][N:22]([CH:25](O)[CH3:26])[CH2:21][CH2:20]1.C1C=CC(P(C2C=CC=CC=2)C2C=CC=CC=2)=CC=1.CCOC(/N=N/C(OCC)=O)=O, predict the reaction product. The product is: [C:15]([C:4]1[CH:3]=[C:2]([NH2:1])[N:6]([C:7]2[CH:8]=[CH:9][C:10]([Cl:14])=[C:11]([O:13][CH2:26][CH2:25][N:22]3[CH2:23][CH2:24][O:19][CH2:20][CH2:21]3)[CH:12]=2)[N:5]=1)([CH3:18])([CH3:17])[CH3:16]. (2) Given the reactants [N+:1]([C:4]1[CH:5]=[N:6][C:7]2[C:12]([C:13]=1[NH:14][NH:15][C:16]([O:18][C:19]([CH3:22])([CH3:21])[CH3:20])=[O:17])=[CH:11][CH:10]=[CH:9][CH:8]=2)([O-])=O, predict the reaction product. The product is: [NH2:1][C:4]1[CH:5]=[N:6][C:7]2[C:12]([C:13]=1[NH:14][NH:15][C:16]([O:18][C:19]([CH3:22])([CH3:21])[CH3:20])=[O:17])=[CH:11][CH:10]=[CH:9][CH:8]=2. (3) The product is: [Cl:1][C:2]1[CH:7]=[CH:6][CH:5]=[CH:4][C:3]=1[C:8]1[C:16]2[C:11](=[CH:12][C:13]([C:17]([NH:40][C@@H:38]([C:30]3[CH:29]=[N+:28]([O-:27])[C:33]([C:34]([F:35])([F:36])[F:37])=[CH:32][CH:31]=3)[CH3:39])=[O:19])=[CH:14][CH:15]=2)[N:10]([C:20]2[CH:21]=[CH:22][C:23]([CH3:26])=[CH:24][CH:25]=2)[CH:9]=1. Given the reactants [Cl:1][C:2]1[CH:7]=[CH:6][CH:5]=[CH:4][C:3]=1[C:8]1[C:16]2[C:11](=[CH:12][C:13]([C:17]([OH:19])=O)=[CH:14][CH:15]=2)[N:10]([C:20]2[CH:25]=[CH:24][C:23]([CH3:26])=[CH:22][CH:21]=2)[CH:9]=1.[O-:27][N+:28]1[C:33]([C:34]([F:37])([F:36])[F:35])=[CH:32][CH:31]=[C:30]([C@H:38]([NH2:40])[CH3:39])[CH:29]=1.CN(C)CCCN=C=NCC.ON1C2N=CC=CC=2N=N1.CN1CCOCC1, predict the reaction product. (4) Given the reactants C[Si]([N-][Si](C)(C)C)(C)C.[Li+].[C:11]([C:14]1[N:15]=[N:16][CH:17]=[CH:18][CH:19]=1)(=[O:13])[CH3:12].[C:20](OC)(=[O:25])[C:21]([O:23][CH3:24])=[O:22], predict the reaction product. The product is: [N:16]1[CH:17]=[CH:18][CH:19]=[C:14]([C:11](=[O:13])[CH2:12][C:20](=[O:25])[C:21]([O:23][CH3:24])=[O:22])[N:15]=1. (5) Given the reactants [Cl:1][C:2]1[C:7]([Cl:8])=[CH:6][CH:5]=[CH:4][C:3]=1[C:9]1[CH:10]=[C:11]([CH:15]2[CH2:17][CH:16]2[NH:18]C(=O)OCC2C=CC=CC=2)[CH:12]=[N:13][CH:14]=1.B(Br)(Br)Br.[CH2:33]([S:35](Cl)(=[O:37])=[O:36])[CH3:34].[NH4+].[Cl-], predict the reaction product. The product is: [Cl:1][C:2]1[C:7]([Cl:8])=[CH:6][CH:5]=[CH:4][C:3]=1[C:9]1[CH:10]=[C:11]([CH:15]2[CH2:17][CH:16]2[NH:18][S:35]([CH2:33][CH3:34])(=[O:37])=[O:36])[CH:12]=[N:13][CH:14]=1.